From a dataset of NCI-60 drug combinations with 297,098 pairs across 59 cell lines. Regression. Given two drug SMILES strings and cell line genomic features, predict the synergy score measuring deviation from expected non-interaction effect. Drug 1: COC1=CC(=CC(=C1O)OC)C2C3C(COC3=O)C(C4=CC5=C(C=C24)OCO5)OC6C(C(C7C(O6)COC(O7)C8=CC=CS8)O)O. Drug 2: C1CCC(C(C1)N)N.C(=O)(C(=O)[O-])[O-].[Pt+4]. Cell line: SNB-19. Synergy scores: CSS=39.6, Synergy_ZIP=-5.75, Synergy_Bliss=-8.79, Synergy_Loewe=-8.14, Synergy_HSA=-5.81.